From a dataset of Forward reaction prediction with 1.9M reactions from USPTO patents (1976-2016). Predict the product of the given reaction. (1) Given the reactants [Cl:1][C:2]1[CH:3]=[C:4]([N:25]([CH2:35][CH3:36])[C@H:26]2[CH2:31][CH2:30][C@H:29]([N:32]([CH3:34])[CH3:33])[CH2:28][CH2:27]2)[C:5]([CH3:24])=[C:6]([CH:23]=1)[C:7]([NH:9][CH2:10][C:11]1[C:12]([C:19]([F:22])([F:21])[F:20])=[N:13][N:14]([CH3:18])[C:15]=1[O:16]C)=[O:8].B(Br)(Br)Br, predict the reaction product. The product is: [Cl:1][C:2]1[CH:3]=[C:4]([N:25]([CH2:35][CH3:36])[C@H:26]2[CH2:27][CH2:28][C@H:29]([N:32]([CH3:34])[CH3:33])[CH2:30][CH2:31]2)[C:5]([CH3:24])=[C:6]([CH:23]=1)[C:7]([NH:9][CH2:10][C:11]1[C:15](=[O:16])[N:14]([CH3:18])[NH:13][C:12]=1[C:19]([F:22])([F:20])[F:21])=[O:8]. (2) Given the reactants [C:1]([C:4]1[C:8]([CH3:9])=[C:7]([C:10]2[CH:15]=[CH:14][N:13]=[CH:12][CH:11]=2)[NH:6][C:5]=1[CH:16]=[O:17])(=[O:3])[CH3:2].[BH4-].[Na+].O, predict the reaction product. The product is: [C:1]([C:4]1[C:8]([CH3:9])=[C:7]([C:10]2[CH:11]=[CH:12][N:13]=[CH:14][CH:15]=2)[NH:6][C:5]=1[CH2:16][OH:17])(=[O:3])[CH3:2]. (3) Given the reactants [CH2:1]([N:3]1[C:12](=[O:13])[C:11]2[C:6](=[CH:7][CH:8]=[C:9]([N+:14]([O-:16])=[O:15])[CH:10]=2)[NH:5][C:4]1=[O:17])[CH3:2].[H-].[Na+].Br[CH2:21][CH2:22][CH2:23][O:24][CH3:25], predict the reaction product. The product is: [CH2:1]([N:3]1[C:12](=[O:13])[C:11]2[C:6](=[CH:7][CH:8]=[C:9]([N+:14]([O-:16])=[O:15])[CH:10]=2)[N:5]([CH2:21][CH2:22][CH2:23][O:24][CH3:25])[C:4]1=[O:17])[CH3:2]. (4) The product is: [C:4]1([N:2]2[C:30]([NH2:31])=[C:26]3[CH2:27][O:28][CH2:29][C:25]3=[N:3]2)[CH:14]=[CH:13][CH:12]=[CH:6][CH:5]=1. Given the reactants Cl.[NH:2]([C:4]1[CH:5]=[C:6]([CH:12]=[CH:13][CH:14]=1)C(OCC)=O)[NH2:3].CC(C)(C)C(=O)CC#N.O=[C:25]1[CH2:29][O:28][CH2:27][CH:26]1[C:30]#[N:31], predict the reaction product. (5) Given the reactants [C:1]([O:5][C:6]([N:8]([CH2:16][CH2:17][CH2:18][CH2:19][CH2:20][CH2:21]/[CH:22]=[CH:23]/[C:24]1[CH:29]=[CH:28][C:27]([O:30]CC2C=CC=CC=2)=[C:26]([C@@H:38]([C:48]2[CH:53]=[CH:52][CH:51]=[CH:50][CH:49]=2)[CH2:39][CH2:40][N:41]([CH:45]([CH3:47])[CH3:46])[CH:42]([CH3:44])[CH3:43])[CH:25]=1)[C:9]([O:11][C:12]([CH3:15])([CH3:14])[CH3:13])=[O:10])=[O:7])([CH3:4])([CH3:3])[CH3:2].C([O-])=O.[NH4+], predict the reaction product. The product is: [C:1]([O:5][C:6]([N:8]([CH2:16][CH2:17][CH2:18][CH2:19][CH2:20][CH2:21][CH2:22][CH2:23][C:24]1[CH:29]=[CH:28][C:27]([OH:30])=[C:26]([C@@H:38]([C:48]2[CH:53]=[CH:52][CH:51]=[CH:50][CH:49]=2)[CH2:39][CH2:40][N:41]([CH:45]([CH3:46])[CH3:47])[CH:42]([CH3:44])[CH3:43])[CH:25]=1)[C:9]([O:11][C:12]([CH3:13])([CH3:15])[CH3:14])=[O:10])=[O:7])([CH3:4])([CH3:3])[CH3:2]. (6) Given the reactants Cl.Cl.[CH3:3][NH:4][C:5]1[CH:9]=[C:8]([C:10]2[CH:11]=[N:12][NH:13][CH:14]=2)[S:7][C:6]=1[C:15]([NH2:17])=[O:16].C([O-])(O)=O.[Na+].[C:23]1(=O)[CH2:27][CH2:26][CH2:25][CH2:24]1.CC1C=CC(S(O)(=O)=O)=CC=1.[O-]S([O-])(=O)=O.[Mg+2], predict the reaction product. The product is: [CH3:3][N:4]1[C:5]2[CH:9]=[C:8]([C:10]3[CH:14]=[N:13][NH:12][CH:11]=3)[S:7][C:6]=2[C:15](=[O:16])[NH:17][C:23]21[CH2:27][CH2:26][CH2:25][CH2:24]2.